Task: Predict the product of the given reaction.. Dataset: Forward reaction prediction with 1.9M reactions from USPTO patents (1976-2016) (1) Given the reactants C([O-])([O-])=O.[Cs+].[Cs+].[CH3:7][N:8]1[CH:12]=[CH:11][N:10]=[CH:9]1.[CH3:13][O:14][C:15](=[O:23])[C:16]1[CH:21]=[CH:20][C:19](I)=[CH:18][CH:17]=1.C1C=CC(P(C2C=CC=CC=2)C2C=CC=CC=2)=CC=1.[OH-].[Na+], predict the reaction product. The product is: [CH3:13][O:14][C:15](=[O:23])[C:16]1[CH:21]=[CH:20][C:19]([C:12]2[N:8]([CH3:7])[CH:9]=[N:10][CH:11]=2)=[CH:18][CH:17]=1. (2) Given the reactants [CH2:1]([O:3][C:4](=[O:28])[CH2:5][CH2:6][N:7]([C:21]([O:23][C:24]([CH3:27])([CH3:26])[CH3:25])=[O:22])[CH2:8][C:9]([N:11]1[C:19]2[C:14](=[CH:15][C:16]([OH:20])=[CH:17][CH:18]=2)[CH2:13][CH2:12]1)=[O:10])[CH3:2].[C:29]1([C:35]2[CH:40]=[CH:39][C:38]([CH2:41]O)=[CH:37][C:36]=2[C:43]([F:46])([F:45])[F:44])[CH2:34][CH2:33][CH2:32][CH2:31][CH:30]=1.C1(P(C2C=CC=CC=2)C2C=CC=CC=2)C=CC=CC=1.CCOC(/N=N/C(OCC)=O)=O, predict the reaction product. The product is: [CH2:1]([O:3][C:4](=[O:28])[CH2:5][CH2:6][N:7]([C:21]([O:23][C:24]([CH3:27])([CH3:26])[CH3:25])=[O:22])[CH2:8][C:9]([N:11]1[C:19]2[C:14](=[CH:15][C:16]([O:20][CH2:41][C:38]3[CH:39]=[CH:40][C:35]([C:29]4[CH2:34][CH2:33][CH2:32][CH2:31][CH:30]=4)=[C:36]([C:43]([F:44])([F:45])[F:46])[CH:37]=3)=[CH:17][CH:18]=2)[CH2:13][CH2:12]1)=[O:10])[CH3:2]. (3) The product is: [C:33]([C:2]1[CH:3]=[C:4]2[C:12](=[CH:13][CH:14]=1)[NH:11][C:10]1[CH:9]([CH:15]3[CH2:16][CH2:17][O:18][CH2:19][CH2:20]3)[NH:8][CH:7]([C:21]3[NH:22][CH:23]=[C:24]([C:26]4[CH:31]=[CH:30][C:29]([F:32])=[CH:28][CH:27]=4)[N:25]=3)[CH2:6][C:5]2=1)#[N:34]. Given the reactants Br[C:2]1[CH:3]=[C:4]2[C:12](=[CH:13][CH:14]=1)[NH:11][C:10]1[CH:9]([CH:15]3[CH2:20][CH2:19][O:18][CH2:17][CH2:16]3)[NH:8][CH:7]([C:21]3[NH:22][CH:23]=[C:24]([C:26]4[CH:31]=[CH:30][C:29]([F:32])=[CH:28][CH:27]=4)[N:25]=3)[CH2:6][C:5]2=1.[CH3:33][N:34](C)C(=O)C, predict the reaction product. (4) Given the reactants [N+:1]([C:4]1[CH:5]=[CH:6][C:7]([NH:10][CH2:11][CH2:12][C:13]2[N:14]=[C:15]([NH:18][C:19](=[O:25])[O:20][C:21]([CH3:24])([CH3:23])[CH3:22])[S:16][CH:17]=2)=[N:8][CH:9]=1)([O-:3])=[O:2].[C:26](O[C:26]([O:28][C:29]([CH3:32])([CH3:31])[CH3:30])=[O:27])([O:28][C:29]([CH3:32])([CH3:31])[CH3:30])=[O:27], predict the reaction product. The product is: [C:21]([O:20][C:19]([NH:18][C:15]1[S:16][CH:17]=[C:13]([CH2:12][CH2:11][N:10]([C:7]2[CH:6]=[CH:5][C:4]([N+:1]([O-:3])=[O:2])=[CH:9][N:8]=2)[C:26](=[O:27])[O:28][C:29]([CH3:32])([CH3:31])[CH3:30])[N:14]=1)=[O:25])([CH3:22])([CH3:24])[CH3:23]. (5) Given the reactants [CH2:1]([O:3][C:4](=[O:16])[CH2:5][C:6]1[C:14]2[C:9](=[CH:10][C:11]([Br:15])=[CH:12][CH:13]=2)[NH:8][CH:7]=1)[CH3:2].[H-].[Na+].Br[CH2:20][C:21]1[C:25]2[CH:26]=[C:27]([Cl:30])[CH:28]=[CH:29][C:24]=2[S:23][CH:22]=1.C(O)(=O)CC(CC(O)=O)(C(O)=O)O, predict the reaction product. The product is: [CH2:1]([O:3][C:4](=[O:16])[CH2:5][C:6]1[C:14]2[C:9](=[CH:10][C:11]([Br:15])=[CH:12][CH:13]=2)[N:8]([CH2:20][C:21]2[C:25]3[CH:26]=[C:27]([Cl:30])[CH:28]=[CH:29][C:24]=3[S:23][CH:22]=2)[CH:7]=1)[CH3:2].